Dataset: Blood-brain barrier permeability classification from the B3DB database. Task: Regression/Classification. Given a drug SMILES string, predict its absorption, distribution, metabolism, or excretion properties. Task type varies by dataset: regression for continuous measurements (e.g., permeability, clearance, half-life) or binary classification for categorical outcomes (e.g., BBB penetration, CYP inhibition). Dataset: b3db_classification. (1) The compound is CC1CCCCC1(c1cccs1)N1CCCCC1. The result is 1 (penetrates BBB). (2) The drug is CCC[C@@H]1C[C@@H](C(=O)NC(C(C)O)[C@H]2O[C@H](SC)[C@H](O)[C@@H](O)[C@H]2O)N(C)C1. The result is 0 (does not penetrate BBB). (3) The compound is C[C@]12CC(=O)C3C(C[C@H](Cl)C4=CC(=O)C=C[C@@]43C)C1CC[C@]2(O)C(=O)CO. The result is 1 (penetrates BBB). (4) The compound is CCCBr. The result is 1 (penetrates BBB).